Dataset: Catalyst prediction with 721,799 reactions and 888 catalyst types from USPTO. Task: Predict which catalyst facilitates the given reaction. Product: [C:1]([N:3]=[C:4]([N:12]1[CH2:13][CH2:14][C:15]([CH2:24][CH2:25][N:26]2[CH:31]3[CH2:32][CH2:33][CH:27]2[CH2:28][CH:29]([N:34]2[C:38]4[CH:39]=[CH:40][CH:41]=[CH:42][C:37]=4[N:36]=[C:35]2[CH3:43])[CH2:30]3)([C:18]2[CH:19]=[CH:20][CH:21]=[CH:22][CH:23]=2)[CH2:16][CH2:17]1)[S:47][CH:45]([CH3:46])[CH3:44])#[N:2]. The catalyst class is: 1. Reactant: [C:1]([N:3]=[C:4]([N:12]1[CH2:17][CH2:16][C:15]([CH2:24][CH2:25][N:26]2[CH:31]3[CH2:32][CH2:33][CH:27]2[CH2:28][CH:29]([N:34]2[C:38]4[CH:39]=[CH:40][CH:41]=[CH:42][C:37]=4[N:36]=[C:35]2[CH3:43])[CH2:30]3)([C:18]2[CH:23]=[CH:22][CH:21]=[CH:20][CH:19]=2)[CH2:14][CH2:13]1)OC1C=CC=CC=1)#[N:2].[CH3:44][CH:45]([S-:47])[CH3:46].[Na+].